Predict the product of the given reaction. From a dataset of Forward reaction prediction with 1.9M reactions from USPTO patents (1976-2016). (1) Given the reactants [NH:1]1[CH2:4][CH:3]([O:5][C:6]2[C:11]3[CH:12]=[C:13]([CH3:15])[O:14][C:10]=3[CH:9]=[C:8]([C:16]([O:18][CH2:19][CH3:20])=[O:17])[CH:7]=2)[CH2:2]1.[CH3:21][N:22]([CH3:26])[C:23](Cl)=[O:24], predict the reaction product. The product is: [CH3:21][N:22]([CH3:26])[C:23]([N:1]1[CH2:4][CH:3]([O:5][C:6]2[C:11]3[CH:12]=[C:13]([CH3:15])[O:14][C:10]=3[CH:9]=[C:8]([C:16]([O:18][CH2:19][CH3:20])=[O:17])[CH:7]=2)[CH2:2]1)=[O:24]. (2) Given the reactants C(OC([N:8]1[CH2:13][CH2:12][CH2:11][C:10](=[CH:14][CH3:15])[CH2:9]1)=O)(C)(C)C.[ClH:16].O1CCOCC1, predict the reaction product. The product is: [ClH:16].[CH:14](=[C:10]1[CH2:11][CH2:12][CH2:13][NH:8][CH2:9]1)[CH3:15]. (3) Given the reactants [I:1][C:2]1[C:3](O)=[C:4]([O:10][CH3:11])[CH:5]=[C:6]([CH:9]=1)[CH:7]=[O:8].[C:13]([O-:16])([O-])=O.[K+].[K+].BrC[CH2:21][O:22][Si:23]([C:26]([CH3:29])([CH3:28])[CH3:27])([CH3:25])[CH3:24], predict the reaction product. The product is: [C:26]([Si:23]([CH3:25])([CH3:24])[O:22][CH2:21][CH2:13][O:16][C:5]1[C:4]([O:10][CH3:11])=[CH:3][C:2]([I:1])=[CH:9][C:6]=1[CH:7]=[O:8])([CH3:29])([CH3:28])[CH3:27]. (4) Given the reactants [OH:1][C@@H:2]1[CH2:7][CH2:6][CH2:5][CH2:4][C@H:3]1[N:8]1[C:32](=[O:33])[C:11]2=[CH:12][N:13]([CH2:20][C:21]3[CH:26]=[CH:25][C:24]([N:27]4[CH:31]=[CH:30][CH:29]=[N:28]4)=[CH:23][CH:22]=3)[C:14]3[CH:15]=[CH:16][CH:17]=[CH:18][C:19]=3[C:10]2=[N:9]1.[H-].[Na+].CI.[C:38](=O)(O)[O-].[Na+], predict the reaction product. The product is: [CH3:38][O:1][C@@H:2]1[CH2:7][CH2:6][CH2:5][CH2:4][C@H:3]1[N:8]1[C:32](=[O:33])[C:11]2=[CH:12][N:13]([CH2:20][C:21]3[CH:26]=[CH:25][C:24]([N:27]4[CH:31]=[CH:30][CH:29]=[N:28]4)=[CH:23][CH:22]=3)[C:14]3[CH:15]=[CH:16][CH:17]=[CH:18][C:19]=3[C:10]2=[N:9]1. (5) Given the reactants [F:1][C:2]1[N:7]=[CH:6][C:5]([C:8]([OH:10])=O)=[CH:4][CH:3]=1.S(Cl)([Cl:13])=O, predict the reaction product. The product is: [F:1][C:2]1[N:7]=[CH:6][C:5]([C:8]([Cl:13])=[O:10])=[CH:4][CH:3]=1.